This data is from Catalyst prediction with 721,799 reactions and 888 catalyst types from USPTO. The task is: Predict which catalyst facilitates the given reaction. Reactant: [CH3:1][O:2][C:3](=[O:19])[C:4](=[O:18])[CH2:5][C:6]([C:9]1[CH:14]=[CH:13][C:12]([I:15])=[CH:11][C:10]=1[O:16][CH3:17])([CH3:8])[CH3:7].[F:20][C:21]([Si](C)(C)C)([F:23])[F:22].C(=O)([O-])[O-].[Cs+].[Cs+].[F-].C([N+](CCCC)(CCCC)CCCC)CCC. Product: [CH3:1][O:2][C:3](=[O:19])[C:4]([OH:18])([C:21]([F:23])([F:22])[F:20])[CH2:5][C:6]([C:9]1[CH:14]=[CH:13][C:12]([I:15])=[CH:11][C:10]=1[O:16][CH3:17])([CH3:8])[CH3:7]. The catalyst class is: 18.